This data is from Full USPTO retrosynthesis dataset with 1.9M reactions from patents (1976-2016). The task is: Predict the reactants needed to synthesize the given product. (1) Given the product [C:1]([C:5]1[N:6]=[C:7]([NH:10][C:11]([C:13]2[CH:14]=[CH:15][C:16]([O:17][C:18]3[CH:27]=[C:26]4[C:21]([CH:22]([C:28]([OH:30])=[O:29])[CH2:23][CH2:24][O:25]4)=[CH:20][C:19]=3[Cl:33])=[CH:34][CH:35]=2)=[O:12])[S:8][CH:9]=1)([CH3:4])([CH3:2])[CH3:3], predict the reactants needed to synthesize it. The reactants are: [C:1]([C:5]1[N:6]=[C:7]([NH:10][C:11]([C:13]2[CH:35]=[CH:34][C:16]([O:17][C:18]3[CH:27]=[C:26]4[C:21]([CH:22]([C:28]([O:30]CC)=[O:29])[CH2:23][CH2:24][O:25]4)=[CH:20][C:19]=3[Cl:33])=[CH:15][CH:14]=2)=[O:12])[S:8][CH:9]=1)([CH3:4])([CH3:3])[CH3:2].C1COCC1.C(O)C.[OH-].[Na+].Cl. (2) Given the product [CH3:10][O:11][CH2:12][CH2:13][N:3]1[CH2:8][CH2:7][C:6](=[O:9])[CH2:5][CH2:4]1, predict the reactants needed to synthesize it. The reactants are: O.Cl.[NH:3]1[CH2:8][CH2:7][C:6](=[O:9])[CH2:5][CH2:4]1.[CH3:10][O:11][CH2:12][CH2:13]Br.C([O-])([O-])=O.[K+].[K+]. (3) Given the product [CH3:1][O:2][C:3]1[CH:8]=[CH:7][CH:6]=[CH:5][C:4]=1[N:9]1[C:13]([C:14]2[CH:19]=[CH:18][C:17]([CH:20]([OH:22])[CH3:21])=[CH:16][CH:15]=2)=[CH:12][C:11]([CH:23]2[CH2:28][C:27]([CH3:30])([CH3:29])[O:26][C:25]([CH3:31])([CH3:32])[CH2:24]2)=[N:10]1, predict the reactants needed to synthesize it. The reactants are: [CH3:1][O:2][C:3]1[CH:8]=[CH:7][CH:6]=[CH:5][C:4]=1[N:9]1[C:13]([C:14]2[CH:19]=[CH:18][C:17]([C:20](=[O:22])[CH3:21])=[CH:16][CH:15]=2)=[CH:12][C:11]([CH:23]2[CH2:28][C:27]([CH3:30])([CH3:29])[O:26][C:25]([CH3:32])([CH3:31])[CH2:24]2)=[N:10]1.[BH4-].[Na+]. (4) Given the product [Cl:38][C:33]1[CH:32]=[C:31]([C@@H:24]2[O:23][CH2:22][CH2:21][N:20]([C:18]([O:17][C:13]([CH3:16])([CH3:15])[CH3:14])=[O:19])[CH2:26][C@H:25]2[CH2:27][C:28](=[O:30])[CH2:43][C:42]([O:41][CH2:39][CH3:40])=[O:47])[CH:36]=[CH:35][C:34]=1[Cl:37], predict the reactants needed to synthesize it. The reactants are: C1N=CN(C(N2C=NC=C2)=O)C=1.[C:13]([O:17][C:18]([N:20]1[CH2:26][C@@H:25]([CH2:27][C:28]([OH:30])=O)[C@H:24]([C:31]2[CH:36]=[CH:35][C:34]([Cl:37])=[C:33]([Cl:38])[CH:32]=2)[O:23][CH2:22][CH2:21]1)=[O:19])([CH3:16])([CH3:15])[CH3:14].[CH2:39]([O:41][C:42](=[O:47])[CH2:43]C([O-])=O)[CH3:40].[K+].[Cl-].[Mg+2].[Cl-].Cl.